Dataset: Forward reaction prediction with 1.9M reactions from USPTO patents (1976-2016). Task: Predict the product of the given reaction. (1) Given the reactants [NH2:1][C:2]1[CH:20]=[CH:19][C:5]([O:6][C:7]2[N:12]=[CH:11][N:10]=[C:9]([NH:13][C:14]([CH:16]3[CH2:18][CH2:17]3)=[O:15])[CH:8]=2)=[CH:4][C:3]=1[CH3:21].[Cl:22][C:23]1[CH:28]=[CH:27][C:26]([N:29]=[C:30]=[O:31])=[CH:25][C:24]=1[C:32]([F:35])([F:34])[F:33], predict the reaction product. The product is: [Cl:22][C:23]1[CH:28]=[CH:27][C:26]([NH:29][C:30]([NH:1][C:2]2[CH:20]=[CH:19][C:5]([O:6][C:7]3[N:12]=[CH:11][N:10]=[C:9]([NH:13][C:14]([CH:16]4[CH2:17][CH2:18]4)=[O:15])[CH:8]=3)=[CH:4][C:3]=2[CH3:21])=[O:31])=[CH:25][C:24]=1[C:32]([F:33])([F:34])[F:35]. (2) Given the reactants [NH:1]1[CH2:6][CH2:5][CH:4]([C:7]([OH:9])=[O:8])[CH2:3][CH2:2]1.[Cl:10][C:11]1[N:16]=[C:15](Cl)[N:14]=[C:13]([NH:18][CH3:19])[N:12]=1.[OH-].[Na+], predict the reaction product. The product is: [Cl:10][C:11]1[N:12]=[C:13]([NH:18][CH3:19])[N:14]=[C:15]([N:1]2[CH2:6][CH2:5][CH:4]([C:7]([OH:9])=[O:8])[CH2:3][CH2:2]2)[N:16]=1. (3) The product is: [CH2:1]([O:8][C:9]([N:11]([CH2:13][C:14]1[CH:19]=[C:18]([N+:20]([O-:22])=[O:21])[CH:17]=[CH:16][C:15]=1[CH:23]([CH2:43][CH:44]([F:46])[F:45])[C:24]([O:26][CH2:27][CH3:28])=[O:25])[CH3:12])=[O:10])[C:2]1[CH:3]=[CH:4][CH:5]=[CH:6][CH:7]=1. Given the reactants [CH2:1]([O:8][C:9]([N:11]([CH2:13][C:14]1[CH:19]=[C:18]([N+:20]([O-:22])=[O:21])[CH:17]=[CH:16][C:15]=1[CH2:23][C:24]([O:26][CH2:27][CH3:28])=[O:25])[CH3:12])=[O:10])[C:2]1[CH:7]=[CH:6][CH:5]=[CH:4][CH:3]=1.[Li+].CC([N-]C(C)C)C.FC(F)(F)S(O[CH2:43][CH:44]([F:46])[F:45])(=O)=O, predict the reaction product. (4) Given the reactants [O:1]1[C:5]2[CH:6]=[CH:7][C:8]([C:10]([C:24]#[N:25])=[C:11]3[CH2:16][CH2:15][N:14]([C:17]([O:19][C:20]([CH3:23])([CH3:22])[CH3:21])=[O:18])[CH2:13][CH2:12]3)=[CH:9][C:4]=2[O:3][CH2:2]1.[BH4-].[Na+].O, predict the reaction product. The product is: [O:1]1[C:5]2[CH:6]=[CH:7][C:8]([CH:10]([C:24]#[N:25])[CH:11]3[CH2:16][CH2:15][N:14]([C:17]([O:19][C:20]([CH3:21])([CH3:23])[CH3:22])=[O:18])[CH2:13][CH2:12]3)=[CH:9][C:4]=2[O:3][CH2:2]1. (5) Given the reactants Cl.[NH:2]1[CH2:7][CH2:6][CH:5]([N:8]2[C:12]3=[C:13]4[S:19][CH:18]=[CH:17][C:14]4=[N:15][CH:16]=[C:11]3[N:10]=[C:9]2[C@H:20]([OH:22])[CH3:21])[CH2:4][CH2:3]1.C(N(CC)CC)C.FC(F)(F)S(O[CH2:36][C:37]([F:40])([F:39])[F:38])(=O)=O, predict the reaction product. The product is: [F:38][C:37]([F:40])([F:39])[CH2:36][N:2]1[CH2:7][CH2:6][CH:5]([N:8]2[C:12]3=[C:13]4[S:19][CH:18]=[CH:17][C:14]4=[N:15][CH:16]=[C:11]3[N:10]=[C:9]2[C@H:20]([OH:22])[CH3:21])[CH2:4][CH2:3]1. (6) Given the reactants Cl[C:2]1[N:7]=[C:6]([NH:8][C:9]2[CH:18]=[CH:17][C:12]3[O:13][CH2:14][CH2:15][O:16][C:11]=3[C:10]=2[S:19]([NH2:22])(=[O:21])=[O:20])[CH:5]=[CH:4][N:3]=1.[CH3:23][C:24]1[CH:29]=[CH:28][C:27]([NH2:30])=[CH:26][C:25]=1[NH:31][CH3:32].Cl, predict the reaction product. The product is: [CH3:23][C:24]1[CH:29]=[CH:28][C:27]([NH:30][C:2]2[N:7]=[C:6]([NH:8][C:9]3[CH:18]=[CH:17][C:12]4[O:13][CH2:14][CH2:15][O:16][C:11]=4[C:10]=3[S:19]([NH2:22])(=[O:21])=[O:20])[CH:5]=[CH:4][N:3]=2)=[CH:26][C:25]=1[NH:31][CH3:32]. (7) Given the reactants [C:1]([C:5]1[CH:9]=[C:8]([NH:10][C:11]([NH:13][C@@H:14]2[C:23]3[C:18](=[CH:19][CH:20]=[CH:21][CH:22]=3)[C@H:17]([O:24][C:25]3[CH:26]=[CH:27][C:28]4[N:29]([C:31]([N:34]5[CH2:39][CH2:38][CH2:37][CH2:36][C@@H:35]5[CH3:40])=[N:32][N:33]=4)[CH:30]=3)[CH2:16][CH2:15]2)=[O:12])[N:7]([C:41]2[C:42]([CH2:53][O:54][Si:55]([CH:62]([CH3:64])[CH3:63])([CH:59]([CH3:61])[CH3:60])[CH:56]([CH3:58])[CH3:57])=[N:43][N:44]([CH2:46][CH2:47]OS(C)(=O)=O)[CH:45]=2)[N:6]=1)([CH3:4])([CH3:3])[CH3:2].[CH3:65][NH:66][CH3:67], predict the reaction product. The product is: [C:1]([C:5]1[CH:9]=[C:8]([NH:10][C:11]([NH:13][C@@H:14]2[C:23]3[C:18](=[CH:19][CH:20]=[CH:21][CH:22]=3)[C@H:17]([O:24][C:25]3[CH:26]=[CH:27][C:28]4[N:29]([C:31]([N:34]5[CH2:39][CH2:38][CH2:37][CH2:36][C@@H:35]5[CH3:40])=[N:32][N:33]=4)[CH:30]=3)[CH2:16][CH2:15]2)=[O:12])[N:7]([C:41]2[C:42]([CH2:53][O:54][Si:55]([CH:56]([CH3:57])[CH3:58])([CH:62]([CH3:63])[CH3:64])[CH:59]([CH3:60])[CH3:61])=[N:43][N:44]([CH2:46][CH2:47][N:66]([CH3:67])[CH3:65])[CH:45]=2)[N:6]=1)([CH3:3])([CH3:4])[CH3:2].